From a dataset of Reaction yield outcomes from USPTO patents with 853,638 reactions. Predict the reaction yield, written as a fraction of the theoretical maximum amount of product (1.0 means a 100% yield; for example, 0.34 means a 34% yield). (1) The reactants are CN(C(ON1N=NC2C=CC=NC1=2)=[N+](C)C)C.F[P-](F)(F)(F)(F)F.[CH3:25][O:26][CH2:27][C@@H:28]([O:30][C:31]1[CH:32]=[C:33]([CH:37]=[C:38]([O:40][C:41]2[CH:46]=[CH:45][C:44]([S:47]([CH3:50])(=[O:49])=[O:48])=[CH:43][CH:42]=2)[CH:39]=1)[C:34](O)=[O:35])[CH3:29].CCN(C(C)C)C(C)C.[NH2:60][C:61]1[CH:65]=[CH:64][N:63]([C:66]([O:68][C:69]([CH3:72])([CH3:71])[CH3:70])=[O:67])[N:62]=1. The catalyst is CN(C=O)C. The product is [CH3:25][O:26][CH2:27][C@@H:28]([O:30][C:31]1[CH:32]=[C:33]([CH:37]=[C:38]([O:40][C:41]2[CH:42]=[CH:43][C:44]([S:47]([CH3:50])(=[O:48])=[O:49])=[CH:45][CH:46]=2)[CH:39]=1)[C:34]([NH:60][C:61]1[CH:65]=[CH:64][N:63]([C:66]([O:68][C:69]([CH3:72])([CH3:71])[CH3:70])=[O:67])[N:62]=1)=[O:35])[CH3:29]. The yield is 0.430. (2) The reactants are COC1C=CC(C[N:8]2[C:12]3=[N:13][CH:14]=[CH:15][C:16]([O:17][C:18]4[CH:23]=[CH:22][C:21]([NH:24][C:25]([C:27]5[C:28](=[O:40])[N:29]([C:33]6[CH:38]=[CH:37][C:36]([F:39])=[CH:35][CH:34]=6)[N:30]=[CH:31][CH:32]=5)=[O:26])=[CH:20][C:19]=4[F:41])=[C:11]3[C:10]([CH:42]3[CH2:47][CH2:46][N:45]([CH3:48])[CH2:44][CH2:43]3)=[N:9]2)=CC=1.C(O)(C(F)(F)F)=O. No catalyst specified. The product is [F:41][C:19]1[CH:20]=[C:21]([NH:24][C:25]([C:27]2[C:28](=[O:40])[N:29]([C:33]3[CH:38]=[CH:37][C:36]([F:39])=[CH:35][CH:34]=3)[N:30]=[CH:31][CH:32]=2)=[O:26])[CH:22]=[CH:23][C:18]=1[O:17][C:16]1[CH:15]=[CH:14][N:13]=[C:12]2[NH:8][N:9]=[C:10]([CH:42]3[CH2:47][CH2:46][N:45]([CH3:48])[CH2:44][CH2:43]3)[C:11]=12. The yield is 0.169. (3) The reactants are [CH3:1][S:2](Cl)(=[O:4])=[O:3].[C:6]([O:10][C:11]([N:13]1[CH2:18][CH2:17][N:16]([CH2:19][CH2:20][NH2:21])[CH2:15][CH2:14]1)=[O:12])([CH3:9])([CH3:8])[CH3:7]. The catalyst is N1C=CC=CC=1. The product is [C:6]([O:10][C:11]([N:13]1[CH2:14][CH2:15][N:16]([CH2:19][CH2:20][NH:21][S:2]([CH3:1])(=[O:4])=[O:3])[CH2:17][CH2:18]1)=[O:12])([CH3:9])([CH3:8])[CH3:7]. The yield is 0.700. (4) The reactants are C([O:3][C:4]([C:6]1[S:31][C:9]2[C:10]3[S:15][CH:14]=[C:13]([CH2:16][CH2:17][CH2:18][CH2:19][CH2:20][CH2:21][CH2:22][CH2:23][CH2:24][CH2:25][CH2:26][CH2:27][CH2:28][CH2:29][CH3:30])[C:11]=3[S:12][C:8]=2[C:7]=1[CH2:32][CH2:33][CH2:34][CH2:35][CH2:36][CH2:37][CH2:38][CH2:39][CH2:40][CH2:41][CH2:42][CH2:43][CH2:44][CH2:45][CH3:46])=[O:5])C.[OH-].[Na+].O.Cl. The catalyst is CCO. The product is [CH2:32]([C:7]1[C:8]2[S:12][C:11]3[C:13]([CH2:16][CH2:17][CH2:18][CH2:19][CH2:20][CH2:21][CH2:22][CH2:23][CH2:24][CH2:25][CH2:26][CH2:27][CH2:28][CH2:29][CH3:30])=[CH:14][S:15][C:10]=3[C:9]=2[S:31][C:6]=1[C:4]([OH:5])=[O:3])[CH2:33][CH2:34][CH2:35][CH2:36][CH2:37][CH2:38][CH2:39][CH2:40][CH2:41][CH2:42][CH2:43][CH2:44][CH2:45][CH3:46]. The yield is 0.980. (5) The reactants are [CH2:1]([N:8]1[C:16]2[C:11](=[CH:12][CH:13]=[CH:14][CH:15]=2)[C:10]([C:17]2[O:18][C:19]([C:22]3[CH:23]=[C:24]4[C:29](=[CH:30][CH:31]=3)[CH:28]=[C:27]([O:32][CH2:33][C:34]#[N:35])[CH:26]=[CH:25]4)=[CH:20][N:21]=2)=[CH:9]1)[C:2]1[CH:7]=[CH:6][CH:5]=[CH:4][CH:3]=1.[N-:36]=[N+:37]=[N-:38].[Na+].[Cl-].[NH4+].Cl. The catalyst is CN(C=O)C.O. The product is [CH2:1]([N:8]1[C:16]2[C:11](=[CH:12][CH:13]=[CH:14][CH:15]=2)[C:10]([C:17]2[O:18][C:19]([C:22]3[CH:31]=[CH:30][C:29]4[C:24](=[CH:25][CH:26]=[C:27]([O:32][CH2:33][C:34]5[NH:38][N:37]=[N:36][N:35]=5)[CH:28]=4)[CH:23]=3)=[CH:20][N:21]=2)=[CH:9]1)[C:2]1[CH:7]=[CH:6][CH:5]=[CH:4][CH:3]=1. The yield is 0.900.